From a dataset of NCI-60 drug combinations with 297,098 pairs across 59 cell lines. Regression. Given two drug SMILES strings and cell line genomic features, predict the synergy score measuring deviation from expected non-interaction effect. (1) Drug 1: CC12CCC(CC1=CCC3C2CCC4(C3CC=C4C5=CN=CC=C5)C)O. Drug 2: CC1CCC2CC(C(=CC=CC=CC(CC(C(=O)C(C(C(=CC(C(=O)CC(OC(=O)C3CCCCN3C(=O)C(=O)C1(O2)O)C(C)CC4CCC(C(C4)OC)OCCO)C)C)O)OC)C)C)C)OC. Cell line: SK-MEL-28. Synergy scores: CSS=16.9, Synergy_ZIP=-4.19, Synergy_Bliss=-0.0293, Synergy_Loewe=-4.14, Synergy_HSA=-0.471. (2) Drug 1: C1CN1C2=NC(=NC(=N2)N3CC3)N4CC4. Drug 2: C1C(C(OC1N2C=NC(=NC2=O)N)CO)O. Cell line: HOP-62. Synergy scores: CSS=52.5, Synergy_ZIP=3.57, Synergy_Bliss=5.65, Synergy_Loewe=4.31, Synergy_HSA=5.93.